From a dataset of Peptide-MHC class I binding affinity with 185,985 pairs from IEDB/IMGT. Regression. Given a peptide amino acid sequence and an MHC pseudo amino acid sequence, predict their binding affinity value. This is MHC class I binding data. (1) The peptide sequence is KPESRPFDL. The MHC is HLA-B51:01 with pseudo-sequence HLA-B51:01. The binding affinity (normalized) is 0. (2) The peptide sequence is LLLISGALFL. The MHC is HLA-A02:06 with pseudo-sequence HLA-A02:06. The binding affinity (normalized) is 0.630. (3) The peptide sequence is LLDAHIPQLVA. The MHC is HLA-A01:01 with pseudo-sequence HLA-A01:01. The binding affinity (normalized) is 0.796. (4) The peptide sequence is SIFQSSMTK. The MHC is HLA-A68:01 with pseudo-sequence HLA-A68:01. The binding affinity (normalized) is 0.706. (5) The peptide sequence is SYSTPALTL. The MHC is HLA-C04:01 with pseudo-sequence HLA-C04:01. The binding affinity (normalized) is 0.0847. (6) The peptide sequence is IVNSVLLFL. The MHC is HLA-A02:03 with pseudo-sequence HLA-A02:03. The binding affinity (normalized) is 0.521. (7) The peptide sequence is AATKRYPGVM. The MHC is HLA-A68:02 with pseudo-sequence HLA-A68:02. The binding affinity (normalized) is 0. (8) The peptide sequence is LDIYLEKEEGI. The MHC is Mamu-A11 with pseudo-sequence Mamu-A11. The binding affinity (normalized) is 0.413. (9) The peptide sequence is RYYDGNIYEL. The MHC is HLA-A23:01 with pseudo-sequence HLA-A23:01. The binding affinity (normalized) is 0.993. (10) The peptide sequence is GTEKLTITY. The MHC is HLA-B15:01 with pseudo-sequence HLA-B15:01. The binding affinity (normalized) is 0.0847.